This data is from Reaction yield outcomes from USPTO patents with 853,638 reactions. The task is: Predict the reaction yield, written as a fraction of the theoretical maximum amount of product (1.0 means a 100% yield; for example, 0.34 means a 34% yield). (1) The reactants are Cl.[C:2]([N:5]1[CH:10]2[CH2:11][CH2:12][CH:6]1[CH2:7][CH:8]([N:13]1[CH2:18][CH2:17][NH:16][CH2:15][CH2:14]1)[CH2:9]2)(=O)[CH3:3].C(N1C2CCC1CC(N1CCN(C(OC(C)(C)C)=O)CC1)C2)(=O)C.[H-].[H-].[H-].[H-].[Li+].[Al+3]. The catalyst is C1COCC1. The product is [CH2:2]([N:5]1[CH:10]2[CH2:11][CH2:12][CH:6]1[CH2:7][CH:8]([N:13]1[CH2:14][CH2:15][NH:16][CH2:17][CH2:18]1)[CH2:9]2)[CH3:3]. The yield is 0.640. (2) The reactants are [CH2:1]([O:8][C:9]([CH:12]1[CH2:17][CH:16]([OH:18])[CH2:15][CH2:14][O:13]1)([CH3:11])[CH3:10])[C:2]1[CH:7]=[CH:6][CH:5]=[CH:4][CH:3]=1.C1C=C[NH+]=CC=1.[O-][Cr](Cl)(=O)=O. The catalyst is ClCCl. The product is [CH2:1]([O:8][C:9]([CH:12]1[CH2:17][C:16](=[O:18])[CH2:15][CH2:14][O:13]1)([CH3:11])[CH3:10])[C:2]1[CH:3]=[CH:4][CH:5]=[CH:6][CH:7]=1. The yield is 0.400. (3) The reactants are [CH2:1]([O:8][C:9]1[CH:10]=[C:11]([C:16]2[C:21](=[O:22])[NH:20][CH:19]=[C:18]([C:23]([O:25][CH3:26])=[O:24])[CH:17]=2)[CH:12]=[CH:13][C:14]=1[Cl:15])[C:2]1[CH:7]=[CH:6][CH:5]=[CH:4][CH:3]=1.[F:27][C:28]([F:41])([F:40])[S:29](O[S:29]([C:28]([F:41])([F:40])[F:27])(=[O:31])=[O:30])(=[O:31])=[O:30]. No catalyst specified. The product is [CH2:1]([O:8][C:9]1[CH:10]=[C:11]([C:16]2[C:21]([O:22][S:29]([C:28]([F:41])([F:40])[F:27])(=[O:31])=[O:30])=[N:20][CH:19]=[C:18]([CH:17]=2)[C:23]([O:25][CH3:26])=[O:24])[CH:12]=[CH:13][C:14]=1[Cl:15])[C:2]1[CH:7]=[CH:6][CH:5]=[CH:4][CH:3]=1. The yield is 0.600. (4) The reactants are [Cl:1][C:2]1[CH:9]=[CH:8][CH:7]=[C:6]([N+:10]([O-])=O)[C:3]=1[CH:4]=O.[CH3:13][Si:14]([CH3:21])([CH3:20])[C:15]#[C:16][CH2:17][CH2:18][NH2:19]. No catalyst specified. The product is [Cl:1][C:2]1[C:3]2[C:6]([CH:7]=[CH:8][CH:9]=1)=[N:10][N:19]([CH2:18][CH2:17][C:16]#[C:15][Si:14]([CH3:21])([CH3:20])[CH3:13])[CH:4]=2. The yield is 0.430.